The task is: Predict the product of the given reaction.. This data is from Forward reaction prediction with 1.9M reactions from USPTO patents (1976-2016). (1) Given the reactants [F:1][C:2]1[CH:30]=[CH:29][C:5]2[N:6]=[C:7]([NH:9][C@H:10]3[CH2:14][CH2:13][CH2:12][C@@H:11]3[NH:15]C(=O)C3C=CC=CC=3N3C=CC=N3)[S:8][C:4]=2[CH:3]=1.[F:31][C:32]1[CH:40]=[CH:39][CH:38]=[C:37]([O:41][CH3:42])[C:33]=1[C:34]([OH:36])=O.Cl.FC1C=CC2N=C(N[C@H]3CCC[C@@H]3N)SC=2C=1, predict the reaction product. The product is: [F:31][C:32]1[CH:40]=[CH:39][CH:38]=[C:37]([O:41][CH3:42])[C:33]=1[C:34]([NH:15][C@H:11]1[CH2:12][CH2:13][CH2:14][C@@H:10]1[NH:9][C:7]1[S:8][C:4]2[CH:3]=[C:2]([F:1])[CH:30]=[CH:29][C:5]=2[N:6]=1)=[O:36]. (2) The product is: [F:1][C:2]1[CH:10]=[CH:9][C:8]2[N:7]([C:21]3[CH:22]=[N:23][N:24]([CH2:29][O:30][CH2:31][CH2:32][Si:33]([CH3:34])([CH3:36])[CH3:35])[C:25]=3[CH2:26][O:27][CH3:28])[C:6]3[CH:11]=[N:12][N:13]([CH:14]4[CH2:19][CH2:18][CH2:17][CH2:16][O:15]4)[C:5]=3[C:4]=2[CH:3]=1. Given the reactants [F:1][C:2]1[CH:10]=[CH:9][C:8]2[NH:7][C:6]3[CH:11]=[N:12][N:13]([CH:14]4[CH2:19][CH2:18][CH2:17][CH2:16][O:15]4)[C:5]=3[C:4]=2[CH:3]=1.Br[C:21]1[CH:22]=[N:23][N:24]([CH2:29][O:30][CH2:31][CH2:32][Si:33]([CH3:36])([CH3:35])[CH3:34])[C:25]=1[CH2:26][O:27][CH3:28].C([O-])([O-])=O.[Cs+].[Cs+], predict the reaction product. (3) The product is: [CH3:1][O:2][C:3]([C:5]1[S:9][C:8]2[CH:10]=[C:11]([CH2:14][C:15](=[O:30])[N:24]3[CH2:29][CH2:28][CH2:27][CH2:26][CH2:25]3)[CH:12]=[CH:13][C:7]=2[C:6]=1[O:18][CH2:19][C:20]([O:22][CH3:23])=[O:21])=[O:4]. Given the reactants [CH3:1][O:2][C:3]([C:5]1[S:9][C:8]2[CH:10]=[C:11]([CH:14]=[C:15](Br)Br)[CH:12]=[CH:13][C:7]=2[C:6]=1[O:18][CH2:19][C:20]([O:22][CH3:23])=[O:21])=[O:4].[NH:24]1[CH2:29][CH2:28][CH2:27][CH2:26][CH2:25]1.[OH2:30], predict the reaction product. (4) Given the reactants Br[C:2]1[CH:7]=[CH:6][C:5]([C:8]([N:10]2[CH2:15][CH2:14][N:13]([C:16]3[CH:21]=[CH:20][C:19]([CH3:22])=[CH:18][C:17]=3[CH3:23])[CH2:12][CH2:11]2)=[O:9])=[C:4]([S:24]([CH3:27])(=[O:26])=[O:25])[CH:3]=1.[CH2:28]([C@@H:30]1[CH2:34][CH2:33][S:32](=[O:36])(=[O:35])[NH:31]1)[CH3:29].C(=O)([O-])[O-].[K+].[K+].[I-].[K+].CNCCNC, predict the reaction product. The product is: [CH3:23][C:17]1[CH:18]=[C:19]([CH3:22])[CH:20]=[CH:21][C:16]=1[N:13]1[CH2:14][CH2:15][N:10]([C:8]([C:5]2[CH:6]=[CH:7][C:2]([N:31]3[C@H:30]([CH2:28][CH3:29])[CH2:34][CH2:33][S:32]3(=[O:36])=[O:35])=[CH:3][C:4]=2[S:24]([CH3:27])(=[O:26])=[O:25])=[O:9])[CH2:11][CH2:12]1.